This data is from NCI-60 drug combinations with 297,098 pairs across 59 cell lines. The task is: Regression. Given two drug SMILES strings and cell line genomic features, predict the synergy score measuring deviation from expected non-interaction effect. (1) Drug 1: C1CCC(CC1)NC(=O)N(CCCl)N=O. Drug 2: C1C(C(OC1N2C=C(C(=O)NC2=O)F)CO)O. Cell line: HCC-2998. Synergy scores: CSS=46.9, Synergy_ZIP=-4.21, Synergy_Bliss=-6.85, Synergy_Loewe=-7.62, Synergy_HSA=-5.72. (2) Drug 1: C#CCC(CC1=CN=C2C(=N1)C(=NC(=N2)N)N)C3=CC=C(C=C3)C(=O)NC(CCC(=O)O)C(=O)O. Drug 2: C1C(C(OC1N2C=NC(=NC2=O)N)CO)O. Cell line: UACC62. Synergy scores: CSS=4.33, Synergy_ZIP=-1.41, Synergy_Bliss=1.26, Synergy_Loewe=1.09, Synergy_HSA=1.12.